Dataset: Full USPTO retrosynthesis dataset with 1.9M reactions from patents (1976-2016). Task: Predict the reactants needed to synthesize the given product. (1) Given the product [CH2:1]([O:3][C:4]([C:6]1[C:7]([NH:25][C:29]([NH:28][CH2:26][CH3:27])=[O:30])=[CH:8][N:9]([C:11]2[CH:16]=[CH:15][CH:14]=[C:13]([F:17])[CH:12]=2)[CH:10]=1)=[O:5])[CH3:2], predict the reactants needed to synthesize it. The reactants are: [CH2:1]([O:3][C:4]([C:6]1[C:7]([NH2:25])=[C:8](C(OC(C)(C)C)=O)[N:9]([C:11]2[CH:16]=[CH:15][CH:14]=[C:13]([F:17])[CH:12]=2)[CH:10]=1)=[O:5])[CH3:2].[CH2:26]([N:28]=[C:29]=[O:30])[CH3:27]. (2) Given the product [CH2:23]([C:25]1[CH:26]=[C:27]([C:34]2[CH:35]=[CH:36][C:37]([C:40]3[CH:41]=[C:42]([NH:45][CH2:9][CH2:8][CH2:7][C:3]4[CH:2]=[N:1][CH:6]=[CH:5][CH:4]=4)[NH:43][N:44]=3)=[CH:38][CH:39]=2)[CH:28]=[CH:29][C:30]=1[O:31][O:32][CH3:33])[CH3:24], predict the reactants needed to synthesize it. The reactants are: [N:1]1[CH:6]=[CH:5][CH:4]=[C:3]([CH2:7][CH2:8][C:9](O)=O)[CH:2]=1.CCN=C=NCCCN(C)C.[CH2:23]([C:25]1[CH:26]=[C:27]([C:34]2[CH:39]=[CH:38][C:37]([C:40]3[CH:41]=[C:42]([NH2:45])[NH:43][N:44]=3)=[CH:36][CH:35]=2)[CH:28]=[CH:29][C:30]=1[O:31][O:32][CH3:33])[CH3:24]. (3) Given the product [BrH:5].[F:1][C:2]1[C:9]([F:10])=[CH:8][CH:7]=[CH:6][C:3]=1[CH2:4][S:13][C:12](=[NH:11])[NH2:14], predict the reactants needed to synthesize it. The reactants are: [F:1][C:2]1[C:9]([F:10])=[CH:8][CH:7]=[CH:6][C:3]=1[CH2:4][Br:5].[NH2:11][C:12]([NH2:14])=[S:13]. (4) Given the product [CH3:34][O:33][C:29](=[O:40])[CH2:28][N:16]([CH2:15][C:12]1[CH:11]=[CH:10][C:9]([CH2:8][NH2:7])=[CH:14][CH:13]=1)[CH2:17][CH2:18][CH2:19][CH2:20][N:21]([CH2:22][CH2:23][CH3:24])[CH2:25][CH2:26][CH3:27], predict the reactants needed to synthesize it. The reactants are: C(OC(=O)[NH:7][CH2:8][C:9]1[CH:14]=[CH:13][C:12]([CH2:15][N:16]([CH2:28][C:29]#N)[CH2:17][CH2:18][CH2:19][CH2:20][N:21]([CH2:25][CH2:26][CH3:27])[CH2:22][CH2:23][CH3:24])=[CH:11][CH:10]=1)(C)(C)C.Cl.[O:33]1CCOC[CH2:34]1.C[OH:40]. (5) Given the product [Br:1][C:2]1[CH:3]=[C:4]([N+:21]([O-:23])=[O:22])[CH:5]=[C:6]([Br:20])[C:7]=1[O:8][C:9]1[CH:14]=[CH:13][C:12]([OH:15])=[C:11]([CH:17]([CH3:19])[CH3:18])[CH:10]=1, predict the reactants needed to synthesize it. The reactants are: [Br:1][C:2]1[CH:3]=[C:4]([N+:21]([O-:23])=[O:22])[CH:5]=[C:6]([Br:20])[C:7]=1[O:8][C:9]1[CH:14]=[CH:13][C:12]([O:15]C)=[C:11]([CH:17]([CH3:19])[CH3:18])[CH:10]=1.B(Br)(Br)Br. (6) Given the product [Cl:1][C:2]1[CH:3]=[CH:4][C:5]([O:10][CH2:11][CH:12]([CH3:14])[CH3:13])=[C:6]([OH:23])[CH:9]=1, predict the reactants needed to synthesize it. The reactants are: [Cl:1][C:2]1[CH:3]=[CH:4][C:5]([O:10][CH2:11][CH:12]([CH3:14])[CH3:13])=[C:6]([CH:9]=1)C=O.C1C=C(Cl)C=C(C(OO)=[O:23])C=1.[OH-].[Na+].Cl. (7) Given the product [Cl:28][C:23]1[CH:22]=[C:21]([CH:26]=[CH:25][C:24]=1[Cl:27])[CH2:20][CH:10]1[C:11]2[C:6](=[CH:5][CH:4]=[C:3]([O:2][CH3:1])[CH:12]=2)[CH2:7][CH2:8][C:9]1=[O:13], predict the reactants needed to synthesize it. The reactants are: [CH3:1][O:2][C:3]1[CH:12]=[C:11]2[C:6]([CH2:7][CH2:8][C:9](=[O:13])[CH2:10]2)=[CH:5][CH:4]=1.N1CCCC1.Br[CH2:20][C:21]1[CH:26]=[CH:25][C:24]([Cl:27])=[C:23]([Cl:28])[CH:22]=1.CO.C(Cl)Cl.O.